The task is: Regression. Given a peptide amino acid sequence and an MHC pseudo amino acid sequence, predict their binding affinity value. This is MHC class I binding data.. This data is from Peptide-MHC class I binding affinity with 185,985 pairs from IEDB/IMGT. (1) The MHC is HLA-A03:01 with pseudo-sequence HLA-A03:01. The peptide sequence is ALLAGFMAY. The binding affinity (normalized) is 0.952. (2) The peptide sequence is ARKKIQKGV. The MHC is Mamu-B03 with pseudo-sequence Mamu-B03. The binding affinity (normalized) is 0.298.